This data is from Peptide-MHC class I binding affinity with 185,985 pairs from IEDB/IMGT. The task is: Regression. Given a peptide amino acid sequence and an MHC pseudo amino acid sequence, predict their binding affinity value. This is MHC class I binding data. (1) The peptide sequence is RLASSLYVY. The MHC is HLA-A24:03 with pseudo-sequence HLA-A24:03. The binding affinity (normalized) is 0.384. (2) The peptide sequence is KVFPYALINK. The MHC is HLA-A32:01 with pseudo-sequence HLA-A32:01. The binding affinity (normalized) is 0.202. (3) The peptide sequence is AVFDSFVER. The MHC is HLA-A11:01 with pseudo-sequence HLA-A11:01. The binding affinity (normalized) is 0.797. (4) The peptide sequence is AKIALAVYK. The MHC is HLA-A02:03 with pseudo-sequence HLA-A02:03. The binding affinity (normalized) is 0.0847. (5) The peptide sequence is MGAGLVFPI. The MHC is BoLA-AW10 with pseudo-sequence BoLA-AW10. The binding affinity (normalized) is 0.706. (6) The peptide sequence is WLRAKRKPA. The MHC is HLA-A02:03 with pseudo-sequence HLA-A02:03. The binding affinity (normalized) is 0.334. (7) The peptide sequence is FFGPIGKLIA. The MHC is H-2-Db with pseudo-sequence H-2-Db. The binding affinity (normalized) is 0. (8) The peptide sequence is GFFLRKLTSR. The MHC is HLA-A31:01 with pseudo-sequence HLA-A31:01. The binding affinity (normalized) is 0.972. (9) The peptide sequence is NHIYVELSL. The MHC is HLA-B38:01 with pseudo-sequence HLA-B38:01. The binding affinity (normalized) is 0.584.